This data is from NCI-60 drug combinations with 297,098 pairs across 59 cell lines. The task is: Regression. Given two drug SMILES strings and cell line genomic features, predict the synergy score measuring deviation from expected non-interaction effect. (1) Drug 1: CN1C(=O)N2C=NC(=C2N=N1)C(=O)N. Drug 2: CC1=C2C(C(=O)C3(C(CC4C(C3C(C(C2(C)C)(CC1OC(=O)C(C(C5=CC=CC=C5)NC(=O)C6=CC=CC=C6)O)O)OC(=O)C7=CC=CC=C7)(CO4)OC(=O)C)O)C)OC(=O)C. Cell line: SK-MEL-5. Synergy scores: CSS=22.9, Synergy_ZIP=6.99, Synergy_Bliss=10.5, Synergy_Loewe=-12.5, Synergy_HSA=2.48. (2) Drug 1: CCCCCOC(=O)NC1=NC(=O)N(C=C1F)C2C(C(C(O2)C)O)O. Drug 2: COC1=C2C(=CC3=C1OC=C3)C=CC(=O)O2. Cell line: DU-145. Synergy scores: CSS=-5.07, Synergy_ZIP=3.07, Synergy_Bliss=-0.984, Synergy_Loewe=-4.86, Synergy_HSA=-6.08. (3) Drug 1: CNC(=O)C1=CC=CC=C1SC2=CC3=C(C=C2)C(=NN3)C=CC4=CC=CC=N4. Drug 2: CC(C)NC(=O)C1=CC=C(C=C1)CNNC.Cl. Cell line: OVCAR3. Synergy scores: CSS=-4.97, Synergy_ZIP=1.66, Synergy_Bliss=-6.59, Synergy_Loewe=-10.6, Synergy_HSA=-10.4. (4) Drug 1: C1=CC=C(C=C1)NC(=O)CCCCCCC(=O)NO. Drug 2: C1CCC(C(C1)N)N.C(=O)(C(=O)[O-])[O-].[Pt+4]. Cell line: NCI-H226. Synergy scores: CSS=9.27, Synergy_ZIP=-0.797, Synergy_Bliss=2.98, Synergy_Loewe=-3.84, Synergy_HSA=-2.27. (5) Drug 2: CC1=C(C(=CC=C1)Cl)NC(=O)C2=CN=C(S2)NC3=CC(=NC(=N3)C)N4CCN(CC4)CCO. Cell line: HOP-62. Synergy scores: CSS=37.9, Synergy_ZIP=10.2, Synergy_Bliss=17.8, Synergy_Loewe=13.0, Synergy_HSA=16.4. Drug 1: C1CCC(C1)C(CC#N)N2C=C(C=N2)C3=C4C=CNC4=NC=N3.